From a dataset of Forward reaction prediction with 1.9M reactions from USPTO patents (1976-2016). Predict the product of the given reaction. Given the reactants C(OC(=O)[NH:10][CH:11]([C:16]12[O:23][CH2:22][C:19]([CH3:24])([CH2:20][O:21]1)[CH2:18][O:17]2)[CH2:12][CH:13]([CH3:15])[CH3:14])C1C=CC=CC=1, predict the reaction product. The product is: [CH3:14][CH:13]([CH3:15])[CH2:12][CH:11]([NH2:10])[C:16]12[O:17][CH2:18][C:19]([CH3:24])([CH2:20][O:21]1)[CH2:22][O:23]2.